From a dataset of Forward reaction prediction with 1.9M reactions from USPTO patents (1976-2016). Predict the product of the given reaction. (1) Given the reactants [CH3:1][N:2]([CH3:33])[C:3]1([C:27]2[CH:32]=[CH:31][CH:30]=[CH:29][CH:28]=2)[CH2:8][CH2:7][CH:6]([CH2:9][NH:10][C:11]([N:13]2[CH2:17][CH2:16][CH:15]([C:18]3[C:26]4[C:21](=[CH:22][CH:23]=[CH:24][CH:25]=4)[NH:20][CH:19]=3)[CH2:14]2)=[O:12])[CH2:5][CH2:4]1.C(O)C.[C:37]([OH:49])(=[O:48])[CH2:38][C:39]([CH2:44][C:45]([OH:47])=[O:46])([C:41]([OH:43])=[O:42])[OH:40], predict the reaction product. The product is: [C:37]([OH:49])(=[O:48])[CH2:38][C:39]([CH2:44][C:45]([OH:47])=[O:46])([C:41]([OH:43])=[O:42])[OH:40].[CH3:1][N:2]([CH3:33])[C:3]1([C:27]2[CH:28]=[CH:29][CH:30]=[CH:31][CH:32]=2)[CH2:8][CH2:7][CH:6]([CH2:9][NH:10][C:11]([N:13]2[CH2:17][CH2:16][CH:15]([C:18]3[C:26]4[C:21](=[CH:22][CH:23]=[CH:24][CH:25]=4)[NH:20][CH:19]=3)[CH2:14]2)=[O:12])[CH2:5][CH2:4]1. (2) Given the reactants [I:1][C:2]1[CH:3]=[C:4]2[C:9](=[CH:10][CH:11]=1)[N:8]=[C:7]([OH:12])[CH:6]=[C:5]2[OH:13].CC1NC(C)=C(C(OCC)=O)CC=1C(OCC)=O.[F:32][C:33]([F:43])([F:42])[C:34]1[CH:41]=[CH:40][C:37]([CH:38]=O)=[CH:36][CH:35]=1.C(O)C, predict the reaction product. The product is: [I:1][C:2]1[CH:3]=[C:4]2[C:9](=[CH:10][CH:11]=1)[N:8]=[C:7]([OH:12])[C:6]([CH2:38][C:37]1[CH:36]=[CH:35][C:34]([C:33]([F:32])([F:42])[F:43])=[CH:41][CH:40]=1)=[C:5]2[OH:13]. (3) Given the reactants [Cl:1][C:2]1[CH:7]=[C:6]([OH:8])[CH:5]=[CH:4][C:3]=1[CH:9]([CH3:27])[C:10]([C:16]1[CH:17]=[CH:18][C:19]2[O:23][C:22](=[O:24])[N:21]([CH3:25])[C:20]=2[CH:26]=1)([OH:15])[C:11]([F:14])([F:13])[F:12].[CH3:28][O:29][C:30]([C:32]1[C:33]([Cl:39])=[N:34][C:35](Cl)=[CH:36][CH:37]=1)=[O:31].C(N(CC)CC)C.N12CCN(CC1)CC2, predict the reaction product. The product is: [CH3:28][O:29][C:30](=[O:31])[C:32]1[CH:37]=[CH:36][C:35]([O:8][C:6]2[CH:5]=[CH:4][C:3]([CH:9]([CH3:27])[C:10]([OH:15])([C:16]3[CH:17]=[CH:18][C:19]4[O:23][C:22](=[O:24])[N:21]([CH3:25])[C:20]=4[CH:26]=3)[C:11]([F:12])([F:13])[F:14])=[C:2]([Cl:1])[CH:7]=2)=[N:34][C:33]=1[Cl:39]. (4) Given the reactants [Cl:1][C:2]1[C:3]([F:26])=[CH:4][C:5]([N+:23]([O-])=O)=[C:6]([S:8]([NH:11][C:12]2[CH:13]=[CH:14][C:15]([Cl:22])=[C:16]3[C:21]=2[N:20]=[CH:19][CH:18]=[CH:17]3)(=[O:10])=[O:9])[CH:7]=1.Cl[Sn]Cl, predict the reaction product. The product is: [NH2:23][C:5]1[CH:4]=[C:3]([F:26])[C:2]([Cl:1])=[CH:7][C:6]=1[S:8]([NH:11][C:12]1[CH:13]=[CH:14][C:15]([Cl:22])=[C:16]2[C:21]=1[N:20]=[CH:19][CH:18]=[CH:17]2)(=[O:9])=[O:10]. (5) Given the reactants [CH2:1]1[N:6]([CH2:7][CH2:8][CH2:9][C:10]([OH:12])=O)[CH2:5][CH2:4][N:3]2[CH2:13][CH2:14][CH2:15][CH2:16][CH:2]12.[ClH:17].CN(C)CCCN=C=NCC.[CH3:29][O:30][C:31]1[CH:32]=[C:33]([CH:35]=[C:36]([O:40][CH3:41])[C:37]=1[O:38][CH3:39])[NH2:34].C(N(C(C)C)CC)(C)C, predict the reaction product. The product is: [ClH:17].[ClH:17].[CH2:1]1[N:6]([CH2:7][CH2:8][CH2:9][C:10]([NH:34][C:33]2[CH:35]=[C:36]([O:40][CH3:41])[C:37]([O:38][CH3:39])=[C:31]([O:30][CH3:29])[CH:32]=2)=[O:12])[CH2:5][CH2:4][N:3]2[CH2:13][CH2:14][CH2:15][CH2:16][CH:2]12. (6) Given the reactants [CH2:1]([C:8]1[NH:12][N:11]=[C:10]([C:13]([NH:15][C@H:16]2[CH2:22][O:21][C:20]3[CH:23]=[CH:24][C:25]([C:27](OC)=[O:28])=[CH:26][C:19]=3[N:18]([CH3:31])[C:17]2=[O:32])=[O:14])[CH:9]=1)[C:2]1[CH:7]=[CH:6][CH:5]=[CH:4][CH:3]=1.O.[NH2:34][NH2:35], predict the reaction product. The product is: [CH2:1]([C:8]1[NH:12][N:11]=[C:10]([C:13]([NH:15][C@H:16]2[CH2:22][O:21][C:20]3[CH:23]=[CH:24][C:25]([C:27]([NH:34][NH2:35])=[O:28])=[CH:26][C:19]=3[N:18]([CH3:31])[C:17]2=[O:32])=[O:14])[CH:9]=1)[C:2]1[CH:7]=[CH:6][CH:5]=[CH:4][CH:3]=1. (7) Given the reactants [CH2:1]([O:8][C:9]([NH:11][C@H:12]1[CH2:16][CH2:15][N:14]([C@H:17]2[CH2:22][CH2:21][C@@H:20]([NH:23][C:24]([O:26][C:27]([CH3:30])([CH3:29])[CH3:28])=[O:25])[CH2:19][C@H:18]2C(N)=O)[C:13]1=[O:34])=[O:10])[C:2]1[CH:7]=[CH:6][CH:5]=[CH:4][CH:3]=1.[C:35]([OH:38])(=O)[CH3:36].C(O)(=O)C.IC1C=CC=CC=1.C([N:53](CC)C(C)C)(C)C.C(OC(=O)C)(=O)C, predict the reaction product. The product is: [C:35]([NH:53][C@H:18]1[C@@H:17]([N:14]2[CH2:15][CH2:16][C@H:12]([NH:11][C:9]([O:8][CH2:1][C:2]3[CH:7]=[CH:6][CH:5]=[CH:4][CH:3]=3)=[O:10])[C:13]2=[O:34])[CH2:22][CH2:21][C@@H:20]([NH:23][C:24](=[O:25])[O:26][C:27]([CH3:29])([CH3:30])[CH3:28])[CH2:19]1)(=[O:38])[CH3:36]. (8) Given the reactants C[O:2][C:3](=[O:14])[C:4]1[CH:9]=[CH:8][C:7]([CH2:10][O:11][CH3:12])=[N:6][C:5]=1[NH2:13].O1CCCC1.O.[OH-].[Na+].C(O)(=O)C, predict the reaction product. The product is: [NH2:13][C:5]1[N:6]=[C:7]([CH2:10][O:11][CH3:12])[CH:8]=[CH:9][C:4]=1[C:3]([OH:14])=[O:2]. (9) Given the reactants C(O)(C(F)(F)F)=O.[C:8]([CH:10]([O:30][Si](C)(C)C)[C@@H:11]1[CH2:19][C:18]2[C:13](=[CH:14][CH:15]=[CH:16][CH:17]=2)[N:12]1[C:20]([O:22][CH2:23][C:24]1[CH:29]=[CH:28][CH:27]=[CH:26][CH:25]=1)=[O:21])#[N:9].CCO, predict the reaction product. The product is: [C:8]([C@H:10]([OH:30])[C@@H:11]1[CH2:19][C:18]2[C:13](=[CH:14][CH:15]=[CH:16][CH:17]=2)[N:12]1[C:20]([O:22][CH2:23][C:24]1[CH:29]=[CH:28][CH:27]=[CH:26][CH:25]=1)=[O:21])#[N:9]. (10) Given the reactants [CH3:1][N:2]1[CH2:15][CH2:14][C:5]2[NH:6][C:7]3[CH:8]=[CH:9][C:10]([CH3:13])=[CH:11][C:12]=3[C:4]=2[CH2:3]1.CS(O[CH2:21][C:22]([CH3:30])([C:24]1[CH:29]=[CH:28][N:27]=[CH:26][CH:25]=1)[CH3:23])(=O)=O.[OH-].[Na+], predict the reaction product. The product is: [CH3:1][N:2]1[CH2:15][CH2:14][C:5]2[N:6]([CH2:21][C:22]([CH3:30])([C:24]3[CH:29]=[CH:28][N:27]=[CH:26][CH:25]=3)[CH3:23])[C:7]3[CH:8]=[CH:9][C:10]([CH3:13])=[CH:11][C:12]=3[C:4]=2[CH2:3]1.